This data is from Full USPTO retrosynthesis dataset with 1.9M reactions from patents (1976-2016). The task is: Predict the reactants needed to synthesize the given product. (1) Given the product [F:1][C:2]1[CH:7]=[CH:6][CH:5]=[CH:4][C:3]=1[C@H:8]([O:10][C:11](=[O:35])[NH:12][C:13]1[C:14]([CH3:34])=[N:15][O:16][C:17]=1[C:18]1[CH:23]=[CH:22][C:21]([C:24]2[CH:25]=[CH:26][C:27]([CH2:30][C:31]([NH:32][C:45](=[O:47])[CH3:46])=[NH:33])=[CH:28][CH:29]=2)=[CH:20][CH:19]=1)[CH3:9], predict the reactants needed to synthesize it. The reactants are: [F:1][C:2]1[CH:7]=[CH:6][CH:5]=[CH:4][C:3]=1[C@H:8]([O:10][C:11](=[O:35])[NH:12][C:13]1[C:14]([CH3:34])=[N:15][O:16][C:17]=1[C:18]1[CH:23]=[CH:22][C:21]([C:24]2[CH:29]=[CH:28][C:27]([CH2:30][C:31](=[NH:33])[NH2:32])=[CH:26][CH:25]=2)=[CH:20][CH:19]=1)[CH3:9].C(N(C(C)C)CC)(C)C.[C:45](Cl)(=[O:47])[CH3:46]. (2) Given the product [CH2:17]([O:1][CH2:2][CH2:3][N:4]([CH3:14])[C:5]1[CH:10]=[CH:9][C:8]([N+:11]([O-:13])=[O:12])=[CH:7][N:6]=1)[CH3:18], predict the reactants needed to synthesize it. The reactants are: [OH:1][CH2:2][CH2:3][N:4]([CH3:14])[C:5]1[CH:10]=[CH:9][C:8]([N+:11]([O-:13])=[O:12])=[CH:7][N:6]=1.[H-].[Na+].[CH2:17](I)[CH3:18]. (3) The reactants are: [C:1]([NH:4][CH:5]([CH3:24])[CH2:6][C:7]1[CH:12]=[CH:11][C:10]([C:13]#[C:14][C:15]2[CH:23]=[CH:22][C:18]([C:19]([OH:21])=O)=[CH:17][CH:16]=2)=[CH:9][CH:8]=1)(=[O:3])[CH3:2].CN(C(ON1N=[N:40][C:35]2C=[CH:37][CH:38]=[CH:39][C:34]1=2)=[N+](C)C)C.[B-](F)(F)(F)F.N1CCCCC1. Given the product [N:40]1([C:19]([C:18]2[CH:17]=[CH:16][C:15]([C:14]#[C:13][C:10]3[CH:9]=[CH:8][C:7]([CH2:6][CH:5]([NH:4][C:1](=[O:3])[CH3:2])[CH3:24])=[CH:12][CH:11]=3)=[CH:23][CH:22]=2)=[O:21])[CH2:37][CH2:38][CH2:39][CH2:34][CH2:35]1, predict the reactants needed to synthesize it. (4) Given the product [CH:4]1[C:13]2[C:8](=[CH:9][CH:10]=[CH:11][CH:12]=2)[CH:7]=[CH:6][C:5]=1[S:14]([NH:17][CH:18]([C:24]1[CH:29]=[CH:28][CH:27]=[CH:26][CH:25]=1)[CH2:19][C:20]([OH:22])=[O:21])(=[O:15])=[O:16], predict the reactants needed to synthesize it. The reactants are: [Li+].[OH-].O.[CH:4]1[C:13]2[C:8](=[CH:9][CH:10]=[CH:11][CH:12]=2)[CH:7]=[CH:6][C:5]=1[S:14]([NH:17][CH:18]([C:24]1[CH:29]=[CH:28][CH:27]=[CH:26][CH:25]=1)[CH2:19][C:20]([O:22]C)=[O:21])(=[O:16])=[O:15]. (5) Given the product [Na+:28].[C:29]([O:33][C:34](=[O:48])[CH2:35]/[C:36](=[CH:8]\[CH2:9][CH2:10][C:11]1[CH:16]=[CH:15][C:14]([C:17]2[CH:22]=[CH:21][CH:20]=[CH:19][CH:18]=2)=[C:13]([CH3:23])[CH:12]=1)/[C:37]([O-:39])=[O:38])([CH3:32])([CH3:30])[CH3:31], predict the reactants needed to synthesize it. The reactants are: CC(C)([O-])C.[K+].O[CH:8](S([O-])(=O)=O)[CH2:9][CH2:10][C:11]1[CH:16]=[CH:15][C:14]([C:17]2[CH:22]=[CH:21][CH:20]=[CH:19][CH:18]=2)=[C:13]([CH3:23])[CH:12]=1.[Na+:28].[C:29]([O:33][C:34](=[O:48])[CH2:35][CH:36](P(OCC)(OCC)=O)[C:37]([OH:39])=[O:38])([CH3:32])([CH3:31])[CH3:30].C(O)(=O)CC(CC(O)=O)(C(O)=O)O.[OH-].[Na+].C(=O)(O)[O-].[Na+]. (6) Given the product [O:14]=[C:15]([OH:27])[C@@H:16]([C@H:18]([C@H:20]([C@@H:22]([C:24]([OH:26])=[O:25])[OH:23])[OH:21])[OH:19])[OH:17].[NH:1]1[CH2:5][CH2:4][CH2:3][C@H:2]1/[CH:6]=[CH:7]/[C:8]1[CH:9]=[N:10][CH:11]=[CH:12][CH:13]=1.[NH:1]1[CH2:5][CH2:4][CH2:3][C@H:2]1/[CH:6]=[CH:7]/[C:8]1[CH:9]=[N:10][CH:11]=[CH:12][CH:13]=1, predict the reactants needed to synthesize it. The reactants are: [NH:1]1[CH2:5][CH2:4][CH2:3][C@H:2]1[CH:6]=[CH:7][C:8]1[CH:9]=[N:10][CH:11]=[CH:12][CH:13]=1.[O:14]=[C:15]([OH:27])[C@@H:16]([C@H:18]([C@H:20]([C@@H:22]([C:24]([OH:26])=[O:25])[OH:23])[OH:21])[OH:19])[OH:17]. (7) Given the product [N:37]([C@H:6]1[CH2:30][CH2:29][C@@:28]2([CH3:31])[C:8](=[CH:9][CH2:10][C@@H:11]3[C@@H:27]2[CH2:26][CH2:25][C@@:24]2([CH3:32])[C@H:12]3[CH2:13][CH2:14][C@@H:15]2[C@H:16]([CH3:23])[CH2:17][CH2:18][CH2:19][CH:20]([CH3:22])[CH3:21])[CH2:7]1)=[N+:38]=[N-:39], predict the reactants needed to synthesize it. The reactants are: CS(O[C@H:6]1[CH2:30][CH2:29][C@@:28]2([CH3:31])[C:8](=[CH:9][CH2:10][C@@H:11]3[C@@H:27]2[CH2:26][CH2:25][C@@:24]2([CH3:32])[C@H:12]3[CH2:13][CH2:14][C@@H:15]2[C@H:16]([CH3:23])[CH2:17][CH2:18][CH2:19][CH:20]([CH3:22])[CH3:21])[CH2:7]1)(=O)=O.[Si]([N:37]=[N+:38]=[N-:39])(C)(C)C.B(F)(F)F.CCOCC.C([O-])(O)=O.[Na+].